From a dataset of Catalyst prediction with 721,799 reactions and 888 catalyst types from USPTO. Predict which catalyst facilitates the given reaction. (1) Product: [Cl:1][C:2]1[CH:3]=[CH:4][C:5]([CH:8]2[CH2:13][CH2:12][CH2:11][CH:10]([CH2:14][NH:16][CH2:17][CH2:18][OH:19])[CH2:9]2)=[CH:6][CH:7]=1. Reactant: [Cl:1][C:2]1[CH:7]=[CH:6][C:5]([CH:8]2[CH2:13][CH2:12][CH2:11][CH:10]([CH:14]=O)[CH2:9]2)=[CH:4][CH:3]=1.[NH2:16][CH2:17][CH2:18][OH:19].C(O)(=O)C.[BH4-].[Na+]. The catalyst class is: 125. (2) Reactant: C([O:3][C:4](=O)[CH2:5][C:6]([C:8]1[CH:13]=[CH:12][C:11]([O:14][CH:15]([CH3:17])[CH3:16])=[C:10]([CH3:18])[CH:9]=1)=O)C.[CH3:20][NH:21][NH2:22]. Product: [OH:3][C:4]1[N:21]([CH3:20])[N:22]=[C:6]([C:8]2[CH:13]=[CH:12][C:11]([O:14][CH:15]([CH3:17])[CH3:16])=[C:10]([CH3:18])[CH:9]=2)[CH:5]=1. The catalyst class is: 11. (3) Reactant: CO[C:3]1[CH:11]=[CH:10][C:9]2[NH:8][C:7]3[CH2:12][CH2:13][NH:14][CH2:15][C:6]=3[C:5]=2[CH:4]=1.[Na+].[I-].[C:18]([O-])([O-])=[O:19].[K+].[K+].Cl[CH2:25][C:26]([N:28]1[CH2:33][CH2:32][N:31]([CH:34]2[CH2:37][CH2:36][CH2:35]2)[CH2:30][CH2:29]1)=[O:27]. Product: [CH:34]1([N:31]2[CH2:32][CH2:33][N:28]([C:26](=[O:27])[CH2:25][N:14]3[CH2:13][CH2:12][C:7]4[NH:8][C:9]5[CH:10]=[C:11]([O:19][CH3:18])[CH:3]=[CH:4][C:5]=5[C:6]=4[CH2:15]3)[CH2:29][CH2:30]2)[CH2:37][CH2:36][CH2:35]1. The catalyst class is: 291. (4) The catalyst class is: 22. Product: [Cl:1][C:2]1[CH:7]=[CH:6][CH:5]=[CH:4][C:3]=1[C:8]1[C:21](=[O:22])[N:20]([CH3:23])[C:11]2[N:12]=[C:13]([S:35]([CH3:41])(=[O:39])=[O:36])[N:14]=[CH:15][C:10]=2[CH:9]=1. Reactant: [Cl:1][C:2]1[CH:7]=[CH:6][CH:5]=[CH:4][C:3]=1[C:8]1[C:21](=[O:22])[N:20]([CH3:23])[C:11]2[N:12]=[C:13](C)[NH:14][C:15](=S(=O)=O)[C:10]=2[CH:9]=1.ClC1C=CC=C(C(OO)=O)C=1.[S:35](=[O:39])(=O)(O)[O-:36].[Na+].[C:41](=O)(O)[O-].[Na+]. (5) Reactant: [CH3:1][O:2][C:3]1[CH:8]=[CH:7][C:6]([N:9]2[CH2:14][CH2:13][N:12]([C:15]3[C:16]([CH3:29])=[C:17]([CH3:28])[C:18]4[O:22][C:21]([CH2:24][NH2:25])([CH3:23])[CH2:20][C:19]=4[C:26]=3[CH3:27])[CH2:11][CH2:10]2)=[CH:5][CH:4]=1.C(N(CC)CC)C.[C:37](Cl)(=[O:39])[CH3:38]. Product: [CH3:1][O:2][C:3]1[CH:4]=[CH:5][C:6]([N:9]2[CH2:10][CH2:11][N:12]([C:15]3[C:16]([CH3:29])=[C:17]([CH3:28])[C:18]4[O:22][C:21]([CH2:24][NH:25][C:37](=[O:39])[CH3:38])([CH3:23])[CH2:20][C:19]=4[C:26]=3[CH3:27])[CH2:13][CH2:14]2)=[CH:7][CH:8]=1. The catalyst class is: 90. (6) The catalyst class is: 89. Product: [Cl:1][C:2]1[CH:7]=[CH:6][C:5]([S:8]([NH:11][C:15]2[C:16]([C:22](=[O:31])[C:23]3[CH:28]=[C:27]([CH3:29])[CH:26]=[CH:25][C:24]=3[Cl:30])=[N:17][CH:18]=[C:19]([Cl:21])[CH:20]=2)(=[O:9])=[O:10])=[CH:4][C:3]=1[C:32]([F:34])([F:35])[F:33]. Reactant: [Cl:1][C:2]1[CH:7]=[CH:6][C:5]([S:8]([N:11]([C:15]2[C:16]([C:22](=[O:31])[C:23]3[CH:28]=[C:27]([CH3:29])[CH:26]=[CH:25][C:24]=3[Cl:30])=[N:17][CH:18]=[C:19]([Cl:21])[CH:20]=2)COC)(=[O:10])=[O:9])=[CH:4][C:3]=1[C:32]([F:35])([F:34])[F:33].O.